Dataset: Peptide-MHC class II binding affinity with 134,281 pairs from IEDB. Task: Regression. Given a peptide amino acid sequence and an MHC pseudo amino acid sequence, predict their binding affinity value. This is MHC class II binding data. The peptide sequence is FLAVALVAGPAGSYA. The MHC is DRB1_0901 with pseudo-sequence DRB1_0901. The binding affinity (normalized) is 0.488.